From a dataset of Reaction yield outcomes from USPTO patents with 853,638 reactions. Predict the reaction yield, written as a fraction of the theoretical maximum amount of product (1.0 means a 100% yield; for example, 0.34 means a 34% yield). (1) The reactants are [C:1]([C:5]1[CH:10]=[C:9]([C:11]2[CH:16]=[CH:15][CH:14]=[CH:13][C:12]=2[O:17][CH2:18][CH3:19])[C:8]([N+:20]([O-])=O)=[CH:7][C:6]=1[OH:23])([CH3:4])([CH3:3])[CH3:2]. The catalyst is CO.[Ni]. The product is [C:1]([C:5]1[CH:10]=[C:9]([C:11]2[CH:16]=[CH:15][CH:14]=[CH:13][C:12]=2[O:17][CH2:18][CH3:19])[C:8]([NH2:20])=[CH:7][C:6]=1[OH:23])([CH3:3])([CH3:2])[CH3:4]. The yield is 0.920. (2) The reactants are [Cl:1][C:2]1[CH:7]=[CH:6][C:5]([C:8]2[CH:13]=[C:12]([CH3:14])[NH:11][C:10](=[O:15])[CH:9]=2)=[CH:4][CH:3]=1.C1C(=O)N([Br:23])C(=O)C1.[Br-].BrC1C(C2C=CC(Cl)=CC=2)=CC(=O)NC=1C. The catalyst is CO. The product is [Br:23][C:9]1[C:10](=[O:15])[NH:11][C:12]([CH3:14])=[CH:13][C:8]=1[C:5]1[CH:4]=[CH:3][C:2]([Cl:1])=[CH:7][CH:6]=1. The yield is 0.470. (3) The reactants are Cl[C:2]1[N:7]=[C:6]([NH:8][C:9]2[CH:14]=[CH:13][C:12]([Cl:15])=[CH:11][CH:10]=2)[CH:5]=[C:4]([CH3:16])[N:3]=1.[NH:17]1[C:25]2[C:20](=[CH:21][CH:22]=[CH:23][CH:24]=2)[CH:19]=[N:18]1. The catalyst is C(#N)C. The product is [Cl:15][C:12]1[CH:13]=[CH:14][C:9]([NH:8][C:6]2[CH:5]=[C:4]([CH3:16])[N:3]=[C:2]([N:18]3[CH:19]=[C:20]4[C:25]([CH:24]=[CH:23][CH:22]=[CH:21]4)=[N:17]3)[N:7]=2)=[CH:10][CH:11]=1.[Cl:15][C:12]1[CH:13]=[CH:14][C:9]([NH:8][C:6]2[CH:5]=[C:4]([CH3:16])[N:3]=[C:2]([N:17]3[C:25]4[C:20](=[CH:21][CH:22]=[CH:23][CH:24]=4)[CH:19]=[N:18]3)[N:7]=2)=[CH:10][CH:11]=1. The yield is 0.140. (4) The reactants are [C:1]1(B(O)O)[CH:6]=[CH:5][CH:4]=[CH:3][CH:2]=1.[F-].[K+].Br[C:13]1[CH:18]=[C:17]([CH3:19])[CH:16]=[CH:15][C:14]=1[CH3:20]. The catalyst is C([O-])(=O)C.[Pd+2].C([O-])(=O)C.C(P(C(C)(C)C)C1C=CC=CC=1C1C=CC=CC=1)(C)(C)C.C1COCC1. The product is [CH3:20][C:14]1[CH:15]=[CH:16][C:17]([CH3:19])=[CH:18][C:13]=1[C:1]1[CH:6]=[CH:5][CH:4]=[CH:3][CH:2]=1. The yield is 0.820. (5) The reactants are [BH4-].[Na+].[O:3]=[C:4]1[CH2:9][N:8]([C:10]([O:12][C:13]([CH3:16])([CH3:15])[CH3:14])=[O:11])[C@H:7]([C:17]([O:19][CH2:20][CH3:21])=[O:18])[CH2:6][CH2:5]1. The catalyst is CCO. The product is [OH:3][C@@H:4]1[CH2:9][N:8]([C:10]([O:12][C:13]([CH3:14])([CH3:15])[CH3:16])=[O:11])[C@H:7]([C:17]([O:19][CH2:20][CH3:21])=[O:18])[CH2:6][CH2:5]1. The yield is 0.800. (6) The reactants are [CH3:1][C:2]([C:13]1[CH:18]=[CH:17][C:16]([N+:19]([O-])=O)=[CH:15][CH:14]=1)([CH3:12])[CH2:3][NH:4][C:5](=[O:11])[O:6][C:7]([CH3:10])([CH3:9])[CH3:8].C([O-])=O.[NH4+]. The catalyst is CCO.[Pd]. The product is [CH3:12][C:2]([C:13]1[CH:18]=[CH:17][C:16]([NH2:19])=[CH:15][CH:14]=1)([CH3:1])[CH2:3][NH:4][C:5](=[O:11])[O:6][C:7]([CH3:8])([CH3:9])[CH3:10]. The yield is 0.830. (7) The reactants are Br[CH2:2][C@H:3]([C:5]1[CH:10]=[C:9]([CH3:11])[CH:8]=[C:7]([CH3:12])[CH:6]=1)[OH:4].C(=O)([O-])[O-].[K+].[K+]. The catalyst is CO. The product is [CH3:12][C:7]1[CH:6]=[C:5]([C@H:3]2[CH2:2][O:4]2)[CH:10]=[C:9]([CH3:11])[CH:8]=1. The yield is 0.980. (8) The reactants are [CH3:1][O:2][C:3](=[O:16])[C:4]1[CH:9]=[CH:8][C:7]([O:10][CH2:11][CH2:12][Cl:13])=[C:6]([O:14][CH3:15])[CH:5]=1.C(OC(=O)C)(=O)C.[N+:24]([O-])([OH:26])=[O:25]. The catalyst is C(O)(=O)C. The product is [CH3:1][O:2][C:3](=[O:16])[C:4]1[CH:5]=[C:6]([O:14][CH3:15])[C:7]([O:10][CH2:11][CH2:12][Cl:13])=[CH:8][C:9]=1[N+:24]([O-:26])=[O:25]. The yield is 0.850.